This data is from Catalyst prediction with 721,799 reactions and 888 catalyst types from USPTO. The task is: Predict which catalyst facilitates the given reaction. Reactant: Cl[C:2]1[CH:7]=[CH:6][N:5]2[N:8]=[CH:9][C:10]([C:11]([O:13][CH2:14][CH3:15])=[O:12])=[C:4]2[N:3]=1.[F:16][C:17]1[CH:22]=[CH:21][C:20]([F:23])=[CH:19][C:18]=1[C@H:24]1[CH2:28][CH2:27][CH2:26][NH:25]1.C(N(C(C)C)CC)(C)C.C(O)CCC. Product: [F:16][C:17]1[CH:22]=[CH:21][C:20]([F:23])=[CH:19][C:18]=1[C@H:24]1[CH2:28][CH2:27][CH2:26][N:25]1[C:2]1[CH:7]=[CH:6][N:5]2[N:8]=[CH:9][C:10]([C:11]([O:13][CH2:14][CH3:15])=[O:12])=[C:4]2[N:3]=1. The catalyst class is: 161.